From a dataset of NCI-60 drug combinations with 297,098 pairs across 59 cell lines. Regression. Given two drug SMILES strings and cell line genomic features, predict the synergy score measuring deviation from expected non-interaction effect. (1) Drug 1: CCCCCOC(=O)NC1=NC(=O)N(C=C1F)C2C(C(C(O2)C)O)O. Drug 2: C1CCC(C(C1)N)N.C(=O)(C(=O)[O-])[O-].[Pt+4]. Cell line: 786-0. Synergy scores: CSS=15.5, Synergy_ZIP=-3.89, Synergy_Bliss=1.34, Synergy_Loewe=-18.7, Synergy_HSA=0.350. (2) Drug 1: C1=CC(=C2C(=C1NCCNCCO)C(=O)C3=C(C=CC(=C3C2=O)O)O)NCCNCCO. Drug 2: CC1=C(C=C(C=C1)NC(=O)C2=CC=C(C=C2)CN3CCN(CC3)C)NC4=NC=CC(=N4)C5=CN=CC=C5. Cell line: A549. Synergy scores: CSS=50.7, Synergy_ZIP=10.7, Synergy_Bliss=9.82, Synergy_Loewe=-22.0, Synergy_HSA=8.21. (3) Drug 1: CCCS(=O)(=O)NC1=C(C(=C(C=C1)F)C(=O)C2=CNC3=C2C=C(C=N3)C4=CC=C(C=C4)Cl)F. Drug 2: CCC1(CC2CC(C3=C(CCN(C2)C1)C4=CC=CC=C4N3)(C5=C(C=C6C(=C5)C78CCN9C7C(C=CC9)(C(C(C8N6C)(C(=O)OC)O)OC(=O)C)CC)OC)C(=O)OC)O.OS(=O)(=O)O. Cell line: HOP-92. Synergy scores: CSS=34.6, Synergy_ZIP=-0.270, Synergy_Bliss=9.25, Synergy_Loewe=-66.9, Synergy_HSA=8.16. (4) Drug 1: CC12CCC3C(C1CCC2O)C(CC4=C3C=CC(=C4)O)CCCCCCCCCS(=O)CCCC(C(F)(F)F)(F)F. Drug 2: C1CC(=O)NC(=O)C1N2C(=O)C3=CC=CC=C3C2=O. Cell line: RXF 393. Synergy scores: CSS=-2.33, Synergy_ZIP=0.993, Synergy_Bliss=0.0269, Synergy_Loewe=-1.60, Synergy_HSA=-2.15. (5) Drug 1: CN(C)N=NC1=C(NC=N1)C(=O)N. Drug 2: CC12CCC3C(C1CCC2OP(=O)(O)O)CCC4=C3C=CC(=C4)OC(=O)N(CCCl)CCCl.[Na+]. Cell line: HS 578T. Synergy scores: CSS=6.81, Synergy_ZIP=1.34, Synergy_Bliss=0.173, Synergy_Loewe=-3.64, Synergy_HSA=-2.07. (6) Drug 1: C1=NC2=C(N1)C(=S)N=CN2. Drug 2: CCC1(C2=C(COC1=O)C(=O)N3CC4=CC5=C(C=CC(=C5CN(C)C)O)N=C4C3=C2)O.Cl. Cell line: HL-60(TB). Synergy scores: CSS=79.1, Synergy_ZIP=-2.09, Synergy_Bliss=1.06, Synergy_Loewe=0.555, Synergy_HSA=1.57. (7) Drug 1: CS(=O)(=O)C1=CC(=C(C=C1)C(=O)NC2=CC(=C(C=C2)Cl)C3=CC=CC=N3)Cl. Drug 2: CN(CCCl)CCCl.Cl. Cell line: HL-60(TB). Synergy scores: CSS=21.2, Synergy_ZIP=4.69, Synergy_Bliss=4.03, Synergy_Loewe=-19.4, Synergy_HSA=-0.975. (8) Drug 1: CCCCC(=O)OCC(=O)C1(CC(C2=C(C1)C(=C3C(=C2O)C(=O)C4=C(C3=O)C=CC=C4OC)O)OC5CC(C(C(O5)C)O)NC(=O)C(F)(F)F)O. Drug 2: N.N.Cl[Pt+2]Cl. Cell line: HCT-15. Synergy scores: CSS=54.9, Synergy_ZIP=-4.75, Synergy_Bliss=-1.48, Synergy_Loewe=-1.26, Synergy_HSA=2.53. (9) Drug 1: C1=CC(=CC=C1CC(C(=O)O)N)N(CCCl)CCCl.Cl. Drug 2: C1=CC=C(C(=C1)C(C2=CC=C(C=C2)Cl)C(Cl)Cl)Cl. Cell line: BT-549. Synergy scores: CSS=19.9, Synergy_ZIP=-2.18, Synergy_Bliss=2.26, Synergy_Loewe=-6.09, Synergy_HSA=0.0929. (10) Drug 1: CS(=O)(=O)OCCCCOS(=O)(=O)C. Drug 2: CCN(CC)CCCC(C)NC1=C2C=C(C=CC2=NC3=C1C=CC(=C3)Cl)OC. Cell line: EKVX. Synergy scores: CSS=22.6, Synergy_ZIP=-3.93, Synergy_Bliss=1.77, Synergy_Loewe=-37.9, Synergy_HSA=1.05.